From a dataset of Full USPTO retrosynthesis dataset with 1.9M reactions from patents (1976-2016). Predict the reactants needed to synthesize the given product. Given the product [OH:29][CH:28]=[C:10]1[C:9]2[C:4](=[CH:5][C:6]([C:11]([C:13]3[CH:14]=[C:15]([NH:19][C:20]([C:22]4[N:23]([CH3:27])[N:24]=[CH:25][CH:26]=4)=[O:21])[CH:16]=[CH:17][CH:18]=3)=[O:12])=[CH:7][CH:8]=2)[NH:3][C:2]1=[O:1], predict the reactants needed to synthesize it. The reactants are: [O:1]=[C:2]1[CH2:10][C:9]2[C:4](=[CH:5][C:6]([C:11]([C:13]3[CH:14]=[C:15]([NH:19][C:20]([C:22]4[N:23]([CH3:27])[N:24]=[CH:25][CH:26]=4)=[O:21])[CH:16]=[CH:17][CH:18]=3)=[O:12])=[CH:7][CH:8]=2)[NH:3]1.[CH:28](OCC)=[O:29].[O-]CC.[Na+].Cl.